This data is from Catalyst prediction with 721,799 reactions and 888 catalyst types from USPTO. The task is: Predict which catalyst facilitates the given reaction. (1) Reactant: [Si:1]([O:8][CH2:9][CH2:10][O:11][C:12]1[CH:17]=[CH:16][C:15]([NH:18][C:19]2[N:24]=[C:23]([NH:25][C:26]3[CH:27]=C(NC(=O)C=C)C=[CH:30][CH:31]=3)[C:22]([F:37])=[CH:21][N:20]=2)=[CH:14][CH:13]=1)([C:4]([CH3:7])([CH3:6])[CH3:5])([CH3:3])[CH3:2].C[N+:39]1([O-])[CH2:44][CH2:43][O:42][CH2:41][CH2:40]1.C(Cl)(Cl)Cl.C[OH:51].C1[CH2:56][O:55]CC1. Product: [Si:1]([O:8][CH2:9][CH2:10][O:11][C:12]1[CH:17]=[CH:16][C:15]([NH:18][C:19]2[N:24]=[C:23]([NH:25][C:26]3[CH:27]=[C:44]([NH:39][C:40](=[O:51])[CH:41]([OH:42])[CH2:56][OH:55])[CH:43]=[CH:30][CH:31]=3)[C:22]([F:37])=[CH:21][N:20]=2)=[CH:14][CH:13]=1)([C:4]([CH3:6])([CH3:5])[CH3:7])([CH3:2])[CH3:3]. The catalyst class is: 6. (2) Product: [CH:25]([NH:1][C:2]1[CH:24]=[CH:23][C:5]2[N:6]([C:17]3[CH:22]=[CH:21][CH:20]=[CH:19][N:18]=3)[C:7](/[CH:9]=[CH:10]/[C:11]3[CH:16]=[CH:15][CH:14]=[CH:13][CH:12]=3)=[N:8][C:4]=2[CH:3]=1)=[O:27]. The catalyst class is: 106. Reactant: [NH2:1][C:2]1[CH:24]=[CH:23][C:5]2[N:6]([C:17]3[CH:22]=[CH:21][CH:20]=[CH:19][N:18]=3)[C:7](/[CH:9]=[CH:10]/[C:11]3[CH:16]=[CH:15][CH:14]=[CH:13][CH:12]=3)=[N:8][C:4]=2[CH:3]=1.[C:25](OC(=O)C)(=[O:27])C. (3) Reactant: Cl.[CH3:2][O:3][CH2:4][CH2:5][CH2:6][C:7]1[N:11]=[C:10]([CH2:12][N:13]2[C:18]3[CH:19]=[C:20]([C:22]4[CH:27]=[CH:26][CH:25]=[CH:24][CH:23]=4)[S:21][C:17]=3[C:16](=[O:28])[N:15]([CH:29]3[CH2:34][CH2:33][NH:32][CH2:31][CH2:30]3)[C:14]2=[O:35])[O:9][N:8]=1.[CH2:36]([O:38][C:39]1[C:48]([O:49][CH3:50])=[CH:47][C:46]2[C:45]([C:51]3[CH:59]=[CH:58][C:54]([C:55](O)=[O:56])=[CH:53][CH:52]=3)=[N:44][C@@H:43]3[CH2:60][CH2:61][S:62][CH2:63][C@@H:42]3[C:41]=2[CH:40]=1)[CH3:37].CN(C(ON1N=NC2C=CC=CC1=2)=[N+](C)C)C.F[P-](F)(F)(F)(F)F.CCN(C(C)C)C(C)C. Product: [CH2:36]([O:38][C:39]1[C:48]([O:49][CH3:50])=[CH:47][C:46]2[C:45]([C:51]3[CH:52]=[CH:53][C:54]([C:55]([N:32]4[CH2:31][CH2:30][CH:29]([N:15]5[C:16](=[O:28])[C:17]6[S:21][C:20]([C:22]7[CH:27]=[CH:26][CH:25]=[CH:24][CH:23]=7)=[CH:19][C:18]=6[N:13]([CH2:12][C:10]6[O:9][N:8]=[C:7]([CH2:6][CH2:5][CH2:4][O:3][CH3:2])[N:11]=6)[C:14]5=[O:35])[CH2:34][CH2:33]4)=[O:56])=[CH:58][CH:59]=3)=[N:44][C@@H:43]3[CH2:60][CH2:61][S:62][CH2:63][C@@H:42]3[C:41]=2[CH:40]=1)[CH3:37]. The catalyst class is: 2. (4) Reactant: [Cl:1][C:2]1[C:3](I)=[C:4]2[N:10]=[C:9]([C:11]3[CH:16]=[CH:15][C:14]([CH2:17][N:18]4[CH2:23][CH2:22][O:21][CH2:20][CH2:19]4)=[CH:13][CH:12]=3)[NH:8][C:5]2=[N:6][CH:7]=1.[CH3:25][O:26][CH2:27][CH2:28][CH2:29][NH2:30].C1(P(C2C=CC=CC=2)CCCP(C2C=CC=CC=2)C2C=CC=CC=2)C=CC=CC=1.[O:60]1CCOC[CH2:61]1. Product: [Cl:1][C:2]1[C:3]([C:61]([NH:30][CH2:29][CH2:28][CH2:27][O:26][CH3:25])=[O:60])=[C:4]2[N:10]=[C:9]([C:11]3[CH:16]=[CH:15][C:14]([CH2:17][N:18]4[CH2:23][CH2:22][O:21][CH2:20][CH2:19]4)=[CH:13][CH:12]=3)[NH:8][C:5]2=[N:6][CH:7]=1. The catalyst class is: 318.